From a dataset of TCR-epitope binding with 47,182 pairs between 192 epitopes and 23,139 TCRs. Binary Classification. Given a T-cell receptor sequence (or CDR3 region) and an epitope sequence, predict whether binding occurs between them. (1) The epitope is PROT_97E67BCC. The TCR CDR3 sequence is CASSRLTSGGRNEQFF. Result: 1 (the TCR binds to the epitope). (2) The epitope is EPLPQGQLTAY. The TCR CDR3 sequence is CASSDTPQPFSSGYTF. Result: 1 (the TCR binds to the epitope). (3) The epitope is WICLLQFAY. The TCR CDR3 sequence is CAISESKGTIREQFF. Result: 1 (the TCR binds to the epitope). (4) The epitope is KLSALGINAV. The TCR CDR3 sequence is CASSLAGDVSEQYF. Result: 0 (the TCR does not bind to the epitope). (5) The epitope is FRYMNSQGL. The TCR CDR3 sequence is CAIRTSGDYEQYF. Result: 0 (the TCR does not bind to the epitope).